Predict which catalyst facilitates the given reaction. From a dataset of Catalyst prediction with 721,799 reactions and 888 catalyst types from USPTO. (1) Reactant: [CH2:1]([C:3]1[CH:8]=[CH:7][CH:6]=[CH:5][C:4]=1[O:9][CH3:10])[CH3:2].[Br:11]N1C(=O)CCC1=O. Product: [Br:11][C:7]1[CH:6]=[CH:5][C:4]([O:9][CH3:10])=[C:3]([CH2:1][CH3:2])[CH:8]=1. The catalyst class is: 23. (2) Reactant: [C:1]([O:5][C:6]([C:8]1[O:9][C:10]2[CH:17]=[CH:16][C:15]([CH2:18][OH:19])=[C:14]([OH:20])[C:11]=2[C:12]=1[CH3:13])=[O:7])([CH3:4])([CH3:3])[CH3:2].IC.[C:23]([O-])([O-])=O.[K+].[K+]. Product: [C:1]([O:5][C:6]([C:8]1[O:9][C:10]2[CH:17]=[CH:16][C:15]([CH2:18][OH:19])=[C:14]([O:20][CH3:23])[C:11]=2[C:12]=1[CH3:13])=[O:7])([CH3:4])([CH3:2])[CH3:3]. The catalyst class is: 3. (3) Reactant: Cl.[I:2][C:3]1[CH:15]=[CH:14][C:6]([O:7][CH:8]2[CH2:13][CH2:12][NH:11][CH2:10][CH2:9]2)=[CH:5][CH:4]=1.[BH-](OC(C)=O)(OC(C)=O)OC(C)=O.[Na+].C[CH2:31][O:32][C:33]([CH3:35])=O. Product: [I:2][C:3]1[CH:15]=[CH:14][C:6]([O:7][CH:8]2[CH2:9][CH2:10][N:11]([CH:35]3[CH2:31][O:32][CH2:33]3)[CH2:12][CH2:13]2)=[CH:5][CH:4]=1. The catalyst class is: 52. (4) Reactant: [Cl:1][C:2]1[CH:7]=[CH:6][N:5]=[C:4]([NH:8][C:9](=[O:14])[C:10]([CH3:13])([CH3:12])[CH3:11])[CH:3]=1.C([Li])CCC.CN(C)[CH:22]=[O:23].[NH4+].[Cl-]. Product: [Cl:1][C:2]1[CH:7]=[CH:6][N:5]=[C:4]([NH:8][C:9](=[O:14])[C:10]([CH3:11])([CH3:13])[CH3:12])[C:3]=1[CH:22]=[O:23]. The catalyst class is: 1. (5) Product: [F:19][S:15]([O-:16])(=[O:17])=[O:14].[CH2:1]([N+:9]1([CH3:8])[CH2:13][CH2:12][CH2:11][CH2:10]1)[CH2:2][CH2:3][CH2:4][CH2:5][CH3:6]. The catalyst class is: 10. Reactant: [CH2:1](O)[CH2:2][CH2:3][CH2:4][CH2:5][CH3:6].[CH3:8][N:9]1[CH2:13][CH2:12][CH2:11][C:10]1=[O:14].[S:15]([F:19])(F)(=[O:17])=[O:16].N. (6) Reactant: [NH2:1][C:2]1[CH:6]=[C:5]([C:7]2[CH:8]=[N:9][NH:10][C:11]=2[CH3:12])[S:4][C:3]=1[C:13]([NH2:15])=[O:14].[N:16]1[CH:21]=[CH:20][CH:19]=[N:18][C:17]=1[N:22]1[CH2:27][CH2:26][C:25](=O)[CH2:24][CH2:23]1.CC1(C)C2(CS(O)(=O)=O)C(CC1CC2)=O.[O-]S([O-])(=O)=O.[Mg+2].C([O-])(O)=O.[Na+]. Product: [CH3:12][C:11]1[NH:10][N:9]=[CH:8][C:7]=1[C:5]1[S:4][C:3]2[C:13](=[O:14])[NH:15][C:25]3([CH2:26][CH2:27][N:22]([C:17]4[N:16]=[CH:21][CH:20]=[CH:19][N:18]=4)[CH2:23][CH2:24]3)[NH:1][C:2]=2[CH:6]=1. The catalyst class is: 44.